This data is from Reaction yield outcomes from USPTO patents with 853,638 reactions. The task is: Predict the reaction yield, written as a fraction of the theoretical maximum amount of product (1.0 means a 100% yield; for example, 0.34 means a 34% yield). The reactants are [Cl:1][C:2]1[C:3]2[CH:10]=[C:9]([C:11]3[C:20]4[C:15](=[CH:16][CH:17]=[CH:18][CH:19]=4)[CH:14]=[CH:13][CH:12]=3)[N:8](S(C3C=CC=CC=3)(=O)=O)[C:4]=2[N:5]=[CH:6][N:7]=1.[OH-].[Na+]. The catalyst is C1COCC1.CO. The product is [Cl:1][C:2]1[C:3]2[CH:10]=[C:9]([C:11]3[C:20]4[C:15](=[CH:16][CH:17]=[CH:18][CH:19]=4)[CH:14]=[CH:13][CH:12]=3)[NH:8][C:4]=2[N:5]=[CH:6][N:7]=1. The yield is 0.650.